From a dataset of Catalyst prediction with 721,799 reactions and 888 catalyst types from USPTO. Predict which catalyst facilitates the given reaction. (1) Reactant: [NH:1]1[C:9]2[C:4](=[CH:5][C:6]([C:10]3[C:18]4[C:13](=[N:14][CH:15]=[C:16]([C:19]5[CH:24]=[CH:23][C:22]([CH2:25][N:26]6[CH2:31][CH2:30][NH:29][CH:28]([CH3:32])[CH2:27]6)=[CH:21][CH:20]=5)[CH:17]=4)[N:12](S(C4C=CC(C)=CC=4)(=O)=O)[CH:11]=3)=[CH:7][CH:8]=2)[CH:3]=[CH:2]1.CO.C(N(CC)CC)C.[C:52](OC(=O)C)(=[O:54])[CH3:53]. Product: [NH:1]1[C:9]2[C:4](=[CH:5][C:6]([C:10]3[C:18]4[C:13](=[N:14][CH:15]=[C:16]([C:19]5[CH:20]=[CH:21][C:22]([CH2:25][N:26]6[CH2:31][CH2:30][N:29]([C:52](=[O:54])[CH3:53])[CH:28]([CH3:32])[CH2:27]6)=[CH:23][CH:24]=5)[CH:17]=4)[NH:12][CH:11]=3)=[CH:7][CH:8]=2)[CH:3]=[CH:2]1. The catalyst class is: 4. (2) Reactant: [NH2:1][C:2]1[C:7]([C:8]([C:10]2[C:15]([O:16][CH3:17])=[CH:14][CH:13]=[C:12]([F:18])[C:11]=2[F:19])=[O:9])=[CH:6][N:5]=[C:4]([NH:20][CH:21]2[CH2:26][CH2:25][N:24]([S:27]([CH2:30][CH2:31][CH2:32]Cl)(=[O:29])=[O:28])[CH2:23][CH2:22]2)[N:3]=1.[CH3:34][CH:35]([NH2:38])[CH2:36][OH:37].[I-].[Na+]. Product: [NH2:1][C:2]1[C:7]([C:8]([C:10]2[C:15]([O:16][CH3:17])=[CH:14][CH:13]=[C:12]([F:18])[C:11]=2[F:19])=[O:9])=[CH:6][N:5]=[C:4]([NH:20][CH:21]2[CH2:26][CH2:25][N:24]([S:27]([CH2:30][CH2:31][CH2:32][NH:38][CH:35]([CH3:34])[CH2:36][OH:37])(=[O:29])=[O:28])[CH2:23][CH2:22]2)[N:3]=1. The catalyst class is: 7. (3) Reactant: C([O:3][C:4](=[O:16])[C:5]([C:7]1[S:8][C:9]([CH2:12][CH2:13][CH2:14][CH3:15])=[CH:10][CH:11]=1)=[O:6])C.C([O-])([O-])=O.[K+].[K+]. Product: [CH2:12]([C:9]1[S:8][C:7]([C:5](=[O:6])[C:4]([OH:16])=[O:3])=[CH:11][CH:10]=1)[CH2:13][CH2:14][CH3:15]. The catalyst class is: 8. (4) Reactant: [NH2:1][C:2]1[C:11]([N+:12]([O-])=O)=[CH:10][C:9]([C:15]2[C:16]([CH3:21])=[N:17][O:18][C:19]=2[CH3:20])=[CH:8][C:3]=1[C:4]([O:6][CH3:7])=[O:5]. Product: [NH2:1][C:2]1[C:11]([NH2:12])=[CH:10][C:9]([C:15]2[C:16]([CH3:21])=[N:17][O:18][C:19]=2[CH3:20])=[CH:8][C:3]=1[C:4]([O:6][CH3:7])=[O:5]. The catalyst class is: 256. (5) Reactant: [O:1]=[C:2]1[CH2:8][CH2:7][N:6]([C:9]([O:11][C:12]([CH3:15])([CH3:14])[CH3:13])=[O:10])[CH2:5][CH2:4][CH:3]1C(OCC)=O.[OH-].[Na+].Cl. Product: [O:1]=[C:2]1[CH2:3][CH2:4][CH2:5][N:6]([C:9]([O:11][C:12]([CH3:15])([CH3:14])[CH3:13])=[O:10])[CH2:7][CH2:8]1. The catalyst class is: 38. (6) Reactant: C([O:5][C:6](=[O:43])[CH2:7][NH:8][C:9]([C:11]1[C:16]([OH:17])=[C:15]([CH3:18])[N:14]=[C:13]([CH2:19][CH:20]2[CH2:25][CH2:24][N:23]([C:26]3[CH:31]=[CH:30][C:29]([C:32]4[CH:42]=[CH:41][C:35]([C:36]([O:38][CH2:39][CH3:40])=[O:37])=[CH:34][N:33]=4)=[CH:28][CH:27]=3)[CH2:22][CH2:21]2)[N:12]=1)=[O:10])(C)(C)C.FC(F)(F)C(O)=O.Cl. Product: [CH2:39]([O:38][C:36]([C:35]1[CH:41]=[CH:42][C:32]([C:29]2[CH:30]=[CH:31][C:26]([N:23]3[CH2:24][CH2:25][CH:20]([CH2:19][C:13]4[N:12]=[C:11]([C:9]([NH:8][CH2:7][C:6]([OH:43])=[O:5])=[O:10])[C:16]([OH:17])=[C:15]([CH3:18])[N:14]=4)[CH2:21][CH2:22]3)=[CH:27][CH:28]=2)=[N:33][CH:34]=1)=[O:37])[CH3:40]. The catalyst class is: 4. (7) Reactant: O1CCCCC1[O:7][CH2:8][CH2:9][O:10][C:11]1[C:12]([CH2:17][O:18][CH2:19][CH2:20][N:21]([CH3:23])[CH3:22])=[N:13][CH:14]=[CH:15][CH:16]=1. Product: [CH3:22][N:21]([CH3:23])[CH2:20][CH2:19][O:18][CH2:17][C:12]1[C:11]([O:10][CH2:9][CH2:8][OH:7])=[CH:16][CH:15]=[CH:14][N:13]=1. The catalyst class is: 52. (8) Reactant: [C:1]([CH2:4][N:5]1[C:14]2[C:9](=[CH:10][CH:11]=[CH:12][CH:13]=2)[CH2:8][CH:7]([CH2:15][N:16]2[CH2:21][CH2:20][C:19]3([C:29]4[C:24](=[CH:25][CH:26]=[CH:27][CH:28]=4)[CH2:23][CH2:22]3)[CH2:18][CH2:17]2)[C:6]1=[O:30])(O)=[O:2].C(N1C=CN=C1)([N:33]1C=CN=C1)=O.C(N(CC)CC)C. Product: [NH2:33][C:1](=[O:2])[CH2:4][N:5]1[C:14]2[C:9](=[CH:10][CH:11]=[CH:12][CH:13]=2)[CH2:8][CH:7]([CH2:15][N:16]2[CH2:21][CH2:20][C:19]3([C:29]4[C:24](=[CH:25][CH:26]=[CH:27][CH:28]=4)[CH2:23][CH2:22]3)[CH2:18][CH2:17]2)[C:6]1=[O:30]. The catalyst class is: 10.